Dataset: NCI-60 drug combinations with 297,098 pairs across 59 cell lines. Task: Regression. Given two drug SMILES strings and cell line genomic features, predict the synergy score measuring deviation from expected non-interaction effect. Drug 1: C1CCC(C1)C(CC#N)N2C=C(C=N2)C3=C4C=CNC4=NC=N3. Drug 2: CC(C)NC(=O)C1=CC=C(C=C1)CNNC.Cl. Cell line: HOP-92. Synergy scores: CSS=17.5, Synergy_ZIP=0.0282, Synergy_Bliss=2.62, Synergy_Loewe=2.05, Synergy_HSA=3.13.